From a dataset of Catalyst prediction with 721,799 reactions and 888 catalyst types from USPTO. Predict which catalyst facilitates the given reaction. (1) Reactant: [OH:1][CH2:2][CH:3]1[NH:7][C:6](=[O:8])[CH2:5][CH2:4]1.[C:9](Cl)([O:11][CH2:12][CH:13]1[C:25]2[C:20](=[CH:21][CH:22]=[CH:23][CH:24]=2)[C:19]2[C:14]1=[CH:15][CH:16]=[CH:17][CH:18]=2)=[O:10].N1C=CC=CC=1. Product: [C:9](=[O:10])([O:1][CH2:2][CH:3]1[CH2:4][CH2:5][C:6](=[O:8])[NH:7]1)[O:11][CH2:12][CH:13]1[C:25]2[CH:24]=[CH:23][CH:22]=[CH:21][C:20]=2[C:19]2[C:14]1=[CH:15][CH:16]=[CH:17][CH:18]=2. The catalyst class is: 34. (2) Reactant: F[C:2]1[CH:9]=[CH:8][CH:7]=[CH:6][C:3]=1[C:4]#[N:5].[SH:10][CH2:11][C:12]([O:14][CH3:15])=[O:13].CC([O-])(C)C.[K+]. Product: [NH2:5][C:4]1[C:3]2[CH:6]=[CH:7][CH:8]=[CH:9][C:2]=2[S:10][C:11]=1[C:12]([O:14][CH3:15])=[O:13]. The catalyst class is: 3. (3) Reactant: [C:1]([C:5]1[N:9]([CH2:10][CH:11]2[CH2:16][CH2:15][C:14]([F:18])([F:17])[CH2:13][CH2:12]2)[C:8]2[CH:19]=[CH:20][C:21]([S:23]([N:26]3[CH2:29][CH:28]([N:30]=[C:31]=[O:32])[CH2:27]3)(=[O:25])=[O:24])=[CH:22][C:7]=2[N:6]=1)([CH3:4])([CH3:3])[CH3:2].[CH2:33]([NH2:35])[CH3:34]. Product: [C:1]([C:5]1[N:9]([CH2:10][CH:11]2[CH2:12][CH2:13][C:14]([F:17])([F:18])[CH2:15][CH2:16]2)[C:8]2[CH:19]=[CH:20][C:21]([S:23]([N:26]3[CH2:27][CH:28]([NH:30][C:31]([NH:35][CH2:33][CH3:34])=[O:32])[CH2:29]3)(=[O:25])=[O:24])=[CH:22][C:7]=2[N:6]=1)([CH3:4])([CH3:2])[CH3:3]. The catalyst class is: 49. (4) Reactant: Cl[C:2]1[C:3]2[S:18][C:17]([NH2:19])=[N:16][C:4]=2[N:5]=[C:6]([S:8][CH2:9][C:10]2[CH:15]=[CH:14][CH:13]=[CH:12][CH:11]=2)[N:7]=1.[NH2:20][C:21]([CH3:25])([CH3:24])[CH2:22][OH:23]. Product: [NH2:19][C:17]1[S:18][C:3]2[C:2]([NH:20][C:21]([CH3:25])([CH3:24])[CH2:22][OH:23])=[N:7][C:6]([S:8][CH2:9][C:10]3[CH:15]=[CH:14][CH:13]=[CH:12][CH:11]=3)=[N:5][C:4]=2[N:16]=1. The catalyst class is: 7.